From a dataset of Forward reaction prediction with 1.9M reactions from USPTO patents (1976-2016). Predict the product of the given reaction. (1) Given the reactants Cl.[N:2]1[N:3]([CH2:7][C:8]([OH:10])=O)[N:4]=[CH:5][CH:6]=1.[F:11][C:12]1[CH:38]=[CH:37][C:15]([O:16][C:17]2[CH:22]=[CH:21][C:20]([NH:23][C:24]([C@@H:26]3[CH2:30][C@@H:29]([C:31]4[CH:36]=[CH:35][CH:34]=[CH:33][CH:32]=4)[CH2:28][NH:27]3)=[O:25])=[CH:19][CH:18]=2)=[CH:14][CH:13]=1, predict the reaction product. The product is: [N:4]1[N:3]([CH2:7][C:8]([N:27]2[CH2:28][C@H:29]([C:31]3[CH:36]=[CH:35][CH:34]=[CH:33][CH:32]=3)[CH2:30][C@H:26]2[C:24]([NH:23][C:20]2[CH:21]=[CH:22][C:17]([O:16][C:15]3[CH:14]=[CH:13][C:12]([F:11])=[CH:38][CH:37]=3)=[CH:18][CH:19]=2)=[O:25])=[O:10])[N:2]=[CH:6][CH:5]=1. (2) Given the reactants [F:1][C:2]1[CH:40]=[CH:39][C:5]([CH2:6][NH:7][CH2:8][CH2:9][C:10]2[CH:11]=[C:12]3[C:16](=[CH:17][C:18]=2[NH2:19])[N:15]([C:20]([C:33]2[CH:38]=[CH:37][CH:36]=[CH:35][CH:34]=2)([C:27]2[CH:32]=[CH:31][CH:30]=[CH:29][CH:28]=2)[C:21]2[CH:26]=[CH:25][CH:24]=[CH:23][CH:22]=2)[N:14]=[CH:13]3)=[CH:4][CH:3]=1.CCN(CC)CC.C1N=CN([C:53](N2C=NC=C2)=[O:54])C=1.O, predict the reaction product. The product is: [F:1][C:2]1[CH:3]=[CH:4][C:5]([CH2:6][N:7]2[CH2:8][CH2:9][C:10]3[CH:11]=[C:12]4[C:16](=[CH:17][C:18]=3[NH:19][C:53]2=[O:54])[N:15]([C:20]([C:21]2[CH:26]=[CH:25][CH:24]=[CH:23][CH:22]=2)([C:27]2[CH:28]=[CH:29][CH:30]=[CH:31][CH:32]=2)[C:33]2[CH:34]=[CH:35][CH:36]=[CH:37][CH:38]=2)[N:14]=[CH:13]4)=[CH:39][CH:40]=1. (3) Given the reactants [NH:1]1[CH2:6][CH2:5][O:4][CH2:3][CH2:2]1.C(O[C:12](=O)[N:13]([C:15]1[N:23]=[CH:22][N:21]=[C:20]2[C:16]=1[N:17]=[CH:18][N:19]2[C:24]1[CH:29]=[CH:28][C:27]([NH:30][C:31]([NH:33][C:34]2[CH:39]=[CH:38][C:37]([CH:40]=O)=[C:36]([C:42]([F:45])([F:44])[F:43])[CH:35]=2)=[O:32])=[CH:26][CH:25]=1)C)(C)(C)C, predict the reaction product. The product is: [CH3:12][NH:13][C:15]1[N:23]=[CH:22][N:21]=[C:20]2[C:16]=1[N:17]=[CH:18][N:19]2[C:24]1[CH:29]=[CH:28][C:27]([NH:30][C:31]([NH:33][C:34]2[CH:39]=[CH:38][C:37]([CH2:40][N:1]3[CH2:6][CH2:5][O:4][CH2:3][CH2:2]3)=[C:36]([C:42]([F:45])([F:44])[F:43])[CH:35]=2)=[O:32])=[CH:26][CH:25]=1. (4) Given the reactants O=P(Cl)(Cl)Cl.[F:6][C:7]([F:36])([F:35])[C:8]1[CH:9]=[C:10]([C:21]2[O:25][N:24]=[C:23]([C:26]3[CH:34]=[CH:33][CH:32]=[C:31]4[C:27]=3[CH:28]=[CH:29][NH:30]4)[N:22]=2)[CH:11]=[CH:12][C:13]=1[O:14][CH:15]([CH3:20])[C:16]([F:19])([F:18])[F:17].[OH-].[Na+].O.CN([CH:43]=[O:44])C, predict the reaction product. The product is: [F:36][C:7]([F:6])([F:35])[C:8]1[CH:9]=[C:10]([C:21]2[O:25][N:24]=[C:23]([C:26]3[CH:34]=[CH:33][CH:32]=[C:31]4[C:27]=3[C:28]([CH:43]=[O:44])=[CH:29][NH:30]4)[N:22]=2)[CH:11]=[CH:12][C:13]=1[O:14][CH:15]([CH3:20])[C:16]([F:17])([F:18])[F:19]. (5) Given the reactants Cl[C:2]1[CH:7]=[CH:6][N:5]=[CH:4][C:3]=1[N+:8]([O-:10])=[O:9].[Si:11]([O:18][C@@H:19]1[C@@H:24]([CH3:25])[CH2:23][NH:22][CH2:21][C@H:20]1[NH:26][C:27](=[O:33])[O:28][C:29]([CH3:32])([CH3:31])[CH3:30])([C:14]([CH3:17])([CH3:16])[CH3:15])([CH3:13])[CH3:12].CCN(C(C)C)C(C)C, predict the reaction product. The product is: [Si:11]([O:18][C@@H:19]1[C@@H:24]([CH3:25])[CH2:23][N:22]([C:2]2[CH:7]=[CH:6][N:5]=[CH:4][C:3]=2[N+:8]([O-:10])=[O:9])[CH2:21][C@H:20]1[NH:26][C:27](=[O:33])[O:28][C:29]([CH3:32])([CH3:31])[CH3:30])([C:14]([CH3:17])([CH3:15])[CH3:16])([CH3:13])[CH3:12]. (6) Given the reactants [S:1]1[C:5]([NH:6][C:7](=[O:14])OCC(Cl)(Cl)Cl)=[CH:4][N:3]=[N:2]1.[C:15]1([C:21]2[N:22]=[C:23]([N:26]3[CH2:31][CH2:30][NH:29][CH2:28][CH2:27]3)[S:24][CH:25]=2)[CH:20]=[CH:19][CH:18]=[CH:17][CH:16]=1.C(N(C(C)C)CC)(C)C.O, predict the reaction product. The product is: [C:15]1([C:21]2[N:22]=[C:23]([N:26]3[CH2:31][CH2:30][N:29]([C:7]([NH:6][C:5]4[S:1][N:2]=[N:3][CH:4]=4)=[O:14])[CH2:28][CH2:27]3)[S:24][CH:25]=2)[CH:16]=[CH:17][CH:18]=[CH:19][CH:20]=1.